From a dataset of Full USPTO retrosynthesis dataset with 1.9M reactions from patents (1976-2016). Predict the reactants needed to synthesize the given product. Given the product [Cl:17][C:18]1[CH:23]=[C:22]([Cl:24])[CH:21]=[CH:20][C:19]=1[C:25]1[C:7]([C:3]2[N:2]([CH3:1])[CH:6]=[CH:5][N:4]=2)=[CH:29][N:28]=[C:27]([NH:36][CH2:37][CH2:38][NH:39][C:9]2[N:10]=[CH:11][C:12]([C:15]#[N:16])=[CH:13][CH:14]=2)[N:26]=1, predict the reactants needed to synthesize it. The reactants are: [CH3:1][N:2]1[CH:6]=[CH:5][N:4]=[C:3]1[CH3:7].Cl[C:9]1[CH:14]=[CH:13][C:12]([C:15]#[N:16])=[CH:11][N:10]=1.[Cl:17][C:18]1[CH:23]=[C:22]([Cl:24])[CH:21]=[CH:20][C:19]=1[C:25]1C(C2NC=CN=2)=[CH:29][N:28]=[C:27]([NH:36][CH2:37][CH2:38][NH:39]C2C=CC([N+]([O-])=O)=CN=2)[N:26]=1.